This data is from Forward reaction prediction with 1.9M reactions from USPTO patents (1976-2016). The task is: Predict the product of the given reaction. Given the reactants [C:1]([O:5][C:6](=[O:23])[NH:7][C@H:8]1[CH2:13][CH2:12][C@H:11]([CH:14]=NCC2C=CC=CC=2)[CH2:10][CH2:9]1)([CH3:4])([CH3:3])[CH3:2].C(O)(=O)C(O)=[O:26], predict the reaction product. The product is: [C:1]([O:5][C:6](=[O:23])[NH:7][C@H:8]1[CH2:13][CH2:12][C@H:11]([CH:14]=[O:26])[CH2:10][CH2:9]1)([CH3:4])([CH3:3])[CH3:2].